The task is: Predict the reaction yield, written as a fraction of the theoretical maximum amount of product (1.0 means a 100% yield; for example, 0.34 means a 34% yield).. This data is from Reaction yield outcomes from USPTO patents with 853,638 reactions. (1) The reactants are [CH3:1][N:2]1[C:6]([NH:7][C:8]2[CH:13]=[C:12]([NH:14][C:15]3[CH:24]=[CH:23][CH:22]=[CH:21][C:16]=3[C:17]([NH:19][CH3:20])=[O:18])[C:11]([C:25]([CH3:27])=[CH2:26])=[CH:10][N:9]=2)=[CH:5][C:4]([CH3:28])=[N:3]1.N#N. The catalyst is C(O)C.O=[Pt]=O. The product is [CH3:1][N:2]1[C:6]([NH:7][C:8]2[CH:13]=[C:12]([NH:14][C:15]3[CH:24]=[CH:23][CH:22]=[CH:21][C:16]=3[C:17]([NH:19][CH3:20])=[O:18])[C:11]([CH:25]([CH3:26])[CH3:27])=[CH:10][N:9]=2)=[CH:5][C:4]([CH3:28])=[N:3]1. The yield is 0.610. (2) The reactants are [F:1][C:2]1[CH:3]=[C:4]2[C:8](=[CH:9][CH:10]=1)[NH:7][C:6](=[O:11])[C:5]2=[N:12][N:13]=[CH:14][C:15]1[NH:19][C:18]([CH3:20])=[C:17]([C:21]([NH:23][CH2:24][CH2:25][CH2:26][CH2:27][CH2:28][C:29]([OH:31])=O)=[O:22])[C:16]=1[CH3:32].C(N(CC)CC)C.ClC(OCC)=O.[NH2:46][OH:47]. The catalyst is [Cl-].[Na+].O.CN(C=O)C. The product is [F:1][C:2]1[CH:3]=[C:4]2[C:8](=[CH:9][CH:10]=1)[NH:7][C:6](=[O:11])[C:5]2=[N:12][N:13]=[CH:14][C:15]1[NH:19][C:18]([CH3:20])=[C:17]([C:21]([NH:23][CH2:24][CH2:25][CH2:26][CH2:27][CH2:28][C:29]([NH:46][OH:47])=[O:31])=[O:22])[C:16]=1[CH3:32]. The yield is 0.440.